Dataset: Full USPTO retrosynthesis dataset with 1.9M reactions from patents (1976-2016). Task: Predict the reactants needed to synthesize the given product. (1) The reactants are: [CH2:1]([N:8]1[CH2:14][CH:13]2[CH:15]([OH:16])[CH:10]([CH2:11][CH2:12]2)[CH2:9]1)[C:2]1[CH:7]=[CH:6][CH:5]=[CH:4][CH:3]=1.[H-].[Na+].[CH:19]1([C:24]([C:29]2[CH:34]=[CH:33][C:32]([F:35])=[CH:31][CH:30]=2)([OH:28])[C:25](O)=[O:26])[CH2:23][CH2:22][CH2:21][CH2:20]1.C(N1C=CN=C1)(N1C=CN=C1)=O. Given the product [CH:19]1([C:24]([C:29]2[CH:34]=[CH:33][C:32]([F:35])=[CH:31][CH:30]=2)([OH:28])[C:25]([O:16][CH:15]2[CH:13]3[CH2:12][CH2:11][CH:10]2[CH2:9][N:8]([CH2:1][C:2]2[CH:3]=[CH:4][CH:5]=[CH:6][CH:7]=2)[CH2:14]3)=[O:26])[CH2:23][CH2:22][CH2:21][CH2:20]1, predict the reactants needed to synthesize it. (2) Given the product [CH2:25]([CH:23]1[CH2:22][CH2:21][CH2:20][CH:19]([CH3:18])[NH:24]1)[CH2:26][CH2:27][CH2:28][CH2:29][CH2:30][CH2:31][CH2:32][CH2:33][CH3:34], predict the reactants needed to synthesize it. The reactants are: N1CCCCC1C(O)CCCCCCCCC.[CH3:18][CH:19]1[NH:24][CH:23]([CH:25](O)[CH2:26][CH2:27][CH2:28][CH2:29][CH2:30][CH2:31][CH2:32][CH2:33][CH3:34])[CH2:22][CH2:21][CH2:20]1. (3) Given the product [CH2:19]([N:17]([CH2:32][CH2:31][CH2:30][CH2:29][CH2:28][CH2:27][CH2:26][CH2:25][CH2:24][CH2:23][CH2:22][CH2:21][CH2:20][CH3:19])[S:14]([C:11]1[CH:10]=[CH:9][C:8]([CH3:7])=[CH:13][CH:12]=1)(=[O:16])=[O:15])[CH2:20][CH2:21][CH2:22][CH2:23][CH2:24][CH2:25][CH2:26][CH2:27][CH2:28][CH2:29][CH2:30][CH2:31][CH3:32], predict the reactants needed to synthesize it. The reactants are: C(=O)([O-])[O-].[K+].[K+].[CH3:7][C:8]1[CH:9]=[CH:10][C:11]([S:14]([NH2:17])(=[O:16])=[O:15])=[CH:12][CH:13]=1.Br[CH2:19][CH2:20][CH2:21][CH2:22][CH2:23][CH2:24][CH2:25][CH2:26][CH2:27][CH2:28][CH2:29][CH2:30][CH2:31][CH3:32]. (4) The reactants are: Cl[CH2:2][CH2:3][CH2:4][CH2:5][CH2:6][CH2:7][O:8][C:9]1[C:10]([O:29][CH3:30])=[CH:11][CH:12]=[C:13]2[C:18]=1[NH:17][C:16](=[O:19])[CH:15]=[C:14]2[NH:20][C:21]1[C:26]([CH3:27])=[CH:25][N:24]=[CH:23][C:22]=1[CH3:28].[NH:31]1[CH2:35][CH2:34][CH2:33][CH2:32]1. Given the product [CH3:28][C:22]1[CH:23]=[N:24][CH:25]=[C:26]([CH3:27])[C:21]=1[NH:20][C:14]1[C:13]2[C:18](=[C:9]([O:8][CH2:7][CH2:6][CH2:5][CH2:4][CH2:3][CH2:2][N:31]3[CH2:35][CH2:34][CH2:33][CH2:32]3)[C:10]([O:29][CH3:30])=[CH:11][CH:12]=2)[NH:17][C:16](=[O:19])[CH:15]=1, predict the reactants needed to synthesize it.